Dataset: Full USPTO retrosynthesis dataset with 1.9M reactions from patents (1976-2016). Task: Predict the reactants needed to synthesize the given product. Given the product [C:19]([O:23][C:24]([N:26]1[CH2:30][CH2:29][C@@H:28]([C:31]([N:14]([CH2:13][C:4]2[CH:3]=[C:2]([Cl:1])[C:7]3[O:8][CH2:9][CH2:10][CH2:11][O:12][C:6]=3[CH:5]=2)[CH2:15][CH:16]([CH3:17])[CH3:18])=[O:33])[CH2:27]1)=[O:25])([CH3:20])([CH3:21])[CH3:22], predict the reactants needed to synthesize it. The reactants are: [Cl:1][C:2]1[C:7]2[O:8][CH2:9][CH2:10][CH2:11][O:12][C:6]=2[CH:5]=[C:4]([CH2:13][NH:14][CH2:15][CH:16]([CH3:18])[CH3:17])[CH:3]=1.[C:19]([O:23][C:24]([N:26]1[CH2:30][CH2:29][C@@H:28]([C:31]([OH:33])=O)[CH2:27]1)=[O:25])([CH3:22])([CH3:21])[CH3:20].Cl.C(N=C=NCCCN(C)C)C.CC1C=CN=C(N)C=1C.